Dataset: Full USPTO retrosynthesis dataset with 1.9M reactions from patents (1976-2016). Task: Predict the reactants needed to synthesize the given product. (1) Given the product [F:5][C:6]([F:19])([F:20])[C:7]1[CH:8]=[CH:9][C:3]([CH2:2][Cl:1])=[CH:11][C:12]=1[C:13]([F:14])([F:15])[F:16], predict the reactants needed to synthesize it. The reactants are: [Cl:1][CH2:2][CH2:3]Cl.[F:5][C:6]([F:20])([F:19])[C:7]1[CH:8]=[C:9](CO)C=[CH:11][C:12]=1[C:13]([F:16])([F:15])[F:14].S(Cl)(Cl)=O. (2) Given the product [CH3:1][O:2][C:3]1[CH:4]=[C:5]2[C:10](=[CH:11][C:12]=1[O:13][CH3:14])[N:9]=[CH:8][CH:7]=[C:6]2[O:15][C:16]1[CH:22]=[CH:21][C:19]([NH:20][C:41](=[O:47])[O:42][CH2:43][C:36]2[CH:35]=[C:57]([O:59][CH3:60])[CH:56]=[CH:53][C:54]=2[O:55][CH3:23])=[CH:18][CH:17]=1, predict the reactants needed to synthesize it. The reactants are: [CH3:1][O:2][C:3]1[CH:4]=[C:5]2[C:10](=[CH:11][C:12]=1[O:13][CH3:14])[N:9]=[CH:8][CH:7]=[C:6]2[O:15][C:16]1[CH:22]=[CH:21][C:19]([NH2:20])=[CH:18][CH:17]=1.[C:23]1(C)C=CC=CC=1.C(N([CH2:35][CH3:36])CC)C.ClC(Cl)(O[C:41](=[O:47])[O:42][C:43](Cl)(Cl)Cl)Cl.COC1C=[C:53]([CH:56]=[C:57]([O:59][CH3:60])C=1)[CH2:54][OH:55]. (3) Given the product [Cl:1][C:2]1[N:3]=[C:4]([N:12]2[CH2:17][CH2:16][O:15][CH2:14][CH2:13]2)[C:5]2[S:10][C:9]([C:26]3[CH:32]=[CH:31][C:29]([NH2:30])=[CH:28][CH:27]=3)=[CH:8][C:6]=2[N:7]=1, predict the reactants needed to synthesize it. The reactants are: [Cl:1][C:2]1[N:3]=[C:4]([N:12]2[CH2:17][CH2:16][O:15][CH2:14][CH2:13]2)[C:5]2[S:10][C:9](I)=[CH:8][C:6]=2[N:7]=1.CC1(C)C(C)(C)OB([C:26]2[CH:32]=[CH:31][C:29]([NH2:30])=[CH:28][CH:27]=2)O1.C([O-])([O-])=O.[Na+].[Na+]. (4) Given the product [Cl:1][C:2]1[CH:8]=[CH:7][C:5]([NH:6][C:10](=[O:19])[CH:11]=[CH:12][C:13]2[CH:18]=[CH:17][CH:16]=[CH:15][CH:14]=2)=[CH:4][C:3]=1[CH3:9], predict the reactants needed to synthesize it. The reactants are: [Cl:1][C:2]1[CH:8]=[CH:7][C:5]([NH2:6])=[CH:4][C:3]=1[CH3:9].[C:10](Cl)(=[O:19])[CH:11]=[CH:12][C:13]1[CH:18]=[CH:17][CH:16]=[CH:15][CH:14]=1. (5) Given the product [ClH:12].[Cl:12][C:13]1[CH:14]=[C:15]([N:24]2[CH:28]=[CH:27][C:26]([C:29]([F:30])([F:31])[F:32])=[N:25]2)[CH:16]=[CH:17][C:18]=1[CH2:19][CH2:20][NH2:21], predict the reactants needed to synthesize it. The reactants are: [BH4-].[Na+].B(F)(F)F.CCOCC.[Cl:12][C:13]1[CH:14]=[C:15]([N:24]2[CH:28]=[CH:27][C:26]([C:29]([F:32])([F:31])[F:30])=[N:25]2)[CH:16]=[CH:17][C:18]=1[CH:19]=[CH:20][N+:21]([O-])=O.Cl.